The task is: Predict the reactants needed to synthesize the given product.. This data is from Full USPTO retrosynthesis dataset with 1.9M reactions from patents (1976-2016). Given the product [CH3:25][N:26]([CH3:28])[NH:27][C:3]([C:5]1[N:6]([CH3:24])[N:7]=[C:8]([O:10][CH2:11][C:12]2[C:13]([C:18]3[CH:19]=[CH:20][CH:21]=[CH:22][CH:23]=3)=[N:14][O:15][C:16]=2[CH3:17])[CH:9]=1)=[O:4], predict the reactants needed to synthesize it. The reactants are: CO[C:3]([C:5]1[N:6]([CH3:24])[N:7]=[C:8]([O:10][CH2:11][C:12]2[C:13]([C:18]3[CH:23]=[CH:22][CH:21]=[CH:20][CH:19]=3)=[N:14][O:15][C:16]=2[CH3:17])[CH:9]=1)=[O:4].[CH3:25][N:26]([CH3:28])[NH2:27].